Task: Predict the reactants needed to synthesize the given product.. Dataset: Full USPTO retrosynthesis dataset with 1.9M reactions from patents (1976-2016) (1) Given the product [Cl:16][CH2:2][C:3]1[C:11]2[O:10][CH2:9][O:8][C:7]=2[CH:6]=[CH:5][C:4]=1[CH2:18][Cl:20], predict the reactants needed to synthesize it. The reactants are: O[CH2:2][C:3]1[C:11]2[O:10][CH2:9][O:8][C:7]=2[CH:6]=[CH:5][C:4]=1CO.S(Cl)([Cl:16])=O.[CH2:18]([Cl:20])Cl. (2) The reactants are: [CH3:1][C:2]1[N:10]=[CH:9][N:8]=[C:7]2[C:3]=1[N:4]=[CH:5][N:6]2[C@@H:11]1[O:17][C@@H:16]([CH3:18])[C@@H:14]([OH:15])[C@H:12]1[OH:13].CC1N=CN=C2C=1N=CN2[C@@H]1O[C@H](CI)[C@@H](O)[C@H]1O.CC(N=NC(C#N)(C)C)(C#N)C.C([SnH](CCCC)CCCC)CCC. Given the product [CH3:1][C:2]1[N:10]=[CH:9][N:8]=[C:7]2[C:3]=1[N:4]=[CH:5][N:6]2[C@@H:11]1[O:17][C@H:16]([CH3:18])[C@@H:14]([OH:15])[C@H:12]1[OH:13], predict the reactants needed to synthesize it. (3) Given the product [CH3:23][N:14]([S:15]([C:18]1[S:19][CH:20]=[CH:21][CH:22]=1)(=[O:17])=[O:16])[C:8]1[CH:9]=[CH:10][CH:11]=[C:12]2[C:7]=1[NH:6][C:5]([C:3]([NH:1][NH:2][C:25](=[O:32])[CH2:26][C:27]([O:29][CH2:30][CH3:31])=[O:28])=[O:4])=[CH:13]2, predict the reactants needed to synthesize it. The reactants are: [NH:1]([C:3]([C:5]1[NH:6][C:7]2[C:12]([CH:13]=1)=[CH:11][CH:10]=[CH:9][C:8]=2[N:14]([CH3:23])[S:15]([C:18]1[S:19][CH:20]=[CH:21][CH:22]=1)(=[O:17])=[O:16])=[O:4])[NH2:2].Cl[C:25](=[O:32])[CH2:26][C:27]([O:29][CH2:30][CH3:31])=[O:28].O. (4) Given the product [Cl:11][C:4]1[C:3]([N:12]2[CH:29]=[C:15]3[C:16]([NH:21][C:22]4[CH:27]=[C:26]([CH3:28])[N:25]=[CH:24][N:23]=4)=[N:17][CH:18]=[C:19]([F:20])[C:14]3=[N:13]2)=[C:2]([CH:7]=[C:6]([N+:8]([O-:10])=[O:9])[CH:5]=1)[C:31]#[N:32], predict the reactants needed to synthesize it. The reactants are: Cl[C:2]1[CH:7]=[C:6]([N+:8]([O-:10])=[O:9])[CH:5]=[C:4]([Cl:11])[C:3]=1[N:12]1[CH:29]=[C:15]2[C:16]([NH:21][C:22]3[CH:27]=[C:26]([CH3:28])[N:25]=[CH:24][N:23]=3)=[N:17][CH:18]=[C:19]([F:20])[C:14]2=[N:13]1.Br[C:31]1C2=CN(C3C(Cl)=CC([N+]([O-])=O)=CC=3C#N)N=C2C(F)=C[N:32]=1. (5) Given the product [CH2:26]([N:28]([CH2:29][CH2:30][CH2:31][S:32]([CH2:34][CH2:35][CH2:36][C:37]([F:43])([F:42])[C:38]([F:41])([F:40])[F:39])=[O:33])[CH2:2][CH2:3][CH2:4][CH2:5][CH2:6][CH2:7][C:8]1[C:14]2[CH:15]=[CH:16][C:17]([OH:19])=[CH:18][C:13]=2[CH2:12][CH2:11][CH2:10][C:9]=1[C:20]1[CH:25]=[CH:24][CH:23]=[CH:22][CH:21]=1)[CH3:27], predict the reactants needed to synthesize it. The reactants are: Br[CH2:2][CH2:3][CH2:4][CH2:5][CH2:6][CH2:7][C:8]1[C:14]2[CH:15]=[CH:16][C:17]([OH:19])=[CH:18][C:13]=2[CH2:12][CH2:11][CH2:10][C:9]=1[C:20]1[CH:25]=[CH:24][CH:23]=[CH:22][CH:21]=1.[CH2:26]([NH:28][CH2:29][CH2:30][CH2:31][S:32]([CH2:34][CH2:35][CH2:36][C:37]([F:43])([F:42])[C:38]([F:41])([F:40])[F:39])=[O:33])[CH3:27]. (6) Given the product [OH:30][C@H:25]1[CH2:26][CH2:27][CH2:28][CH2:29][C@@H:24]1[N:13]1[C:12](=[O:31])[C:11]2[C:16](=[C:17]3[N:22]([CH3:23])[CH2:21][CH:20]=[CH:19][C:18]3=[C:9]([CH2:8][C:5]3[C:6]([S:33][CH3:32])=[N:7][CH:2]=[CH:3][CH:4]=3)[CH:10]=2)[N:15]=[CH:14]1, predict the reactants needed to synthesize it. The reactants are: Cl[C:2]1[N:7]=[CH:6][C:5]([CH2:8][C:9]2[CH:10]=[C:11]3[C:16](=[C:17]4[N:22]([CH3:23])[CH2:21][CH:20]=[CH:19][C:18]=24)[N:15]=[CH:14][N:13]([C@H:24]2[CH2:29][CH2:28][CH2:27][CH2:26][C@@H:25]2[OH:30])[C:12]3=[O:31])=[CH:4][CH:3]=1.[CH3:32][S-:33].[Na+]. (7) Given the product [F:7][C:27]1([C:25]([N:22]2[CH2:23][CH2:24][C@@:20]([S:17]([C:14]3[CH:13]=[CH:12][C:11]([F:10])=[CH:16][CH:15]=3)(=[O:19])=[O:18])([C:36]3[CH:37]=[CH:38][C:39]([C:42]([F:51])([C:47]([F:50])([F:49])[F:48])[C:43]([F:44])([F:45])[F:46])=[CH:40][CH:41]=3)[CH2:21]2)=[O:26])[CH2:32][CH2:31][S:30](=[O:34])(=[O:33])[CH2:29][CH2:28]1, predict the reactants needed to synthesize it. The reactants are: CCN(S(F)(F)[F:7])CC.[F:10][C:11]1[CH:16]=[CH:15][C:14]([S:17]([C@@:20]2([C:36]3[CH:41]=[CH:40][C:39]([C:42]([F:51])([C:47]([F:50])([F:49])[F:48])[C:43]([F:46])([F:45])[F:44])=[CH:38][CH:37]=3)[CH2:24][CH2:23][N:22]([C:25]([C:27]3(O)[CH2:32][CH2:31][S:30](=[O:34])(=[O:33])[CH2:29][CH2:28]3)=[O:26])[CH2:21]2)(=[O:19])=[O:18])=[CH:13][CH:12]=1. (8) The reactants are: [C:1]([C:3]1[CH:4]=[CH:5][C:6]([O:13][CH3:14])=[C:7]([CH:12]=1)[C:8]([O:10]C)=[O:9])#[N:2].O.[OH-].[Li+].Cl. Given the product [C:1]([C:3]1[CH:4]=[CH:5][C:6]([O:13][CH3:14])=[C:7]([CH:12]=1)[C:8]([OH:10])=[O:9])#[N:2], predict the reactants needed to synthesize it.